Dataset: Forward reaction prediction with 1.9M reactions from USPTO patents (1976-2016). Task: Predict the product of the given reaction. (1) Given the reactants [Cl:1][C:2]1[CH:3]=[C:4]([CH:16]=[CH:17][C:18]=1[Cl:19])[C:5]([NH:7][C:8]1[CH:13]=[CH:12][C:11]([F:14])=[C:10]([NH2:15])[CH:9]=1)=[O:6].[F:20][C:21]([F:32])([F:31])[C:22]1[CH:23]=[C:24]([N:28]=[C:29]=[S:30])[CH:25]=[CH:26][CH:27]=1, predict the reaction product. The product is: [Cl:1][C:2]1[CH:3]=[C:4]([CH:16]=[CH:17][C:18]=1[Cl:19])[C:5]([NH:7][C:8]1[CH:13]=[CH:12][C:11]([F:14])=[C:10]([NH:15][C:29]([NH:28][C:24]2[CH:25]=[CH:26][CH:27]=[C:22]([C:21]([F:20])([F:31])[F:32])[CH:23]=2)=[S:30])[CH:9]=1)=[O:6]. (2) Given the reactants C([O:3][C:4](=O)[CH:5]([C:11]1[CH:20]=[CH:19][C:18]2[C:13](=[N:14][CH:15]=[CH:16][C:17]=2[NH:21][C:22]2[CH:27]=[C:26]([CH3:28])[CH:25]=[CH:24][C:23]=2[S:29][C:30]2[CH:35]=[CH:34][C:33]([NH:36][C:37](=[O:39])[CH3:38])=[CH:32][CH:31]=2)[N:12]=1)C(OCC)=O)C.[BH4-].[Na+], predict the reaction product. The product is: [OH:3][CH2:4][CH2:5][C:11]1[N:12]=[C:13]2[C:18]([C:17]([NH:21][C:22]3[CH:27]=[C:26]([CH3:28])[CH:25]=[CH:24][C:23]=3[S:29][C:30]3[CH:31]=[CH:32][C:33]([NH:36][C:37](=[O:39])[CH3:38])=[CH:34][CH:35]=3)=[CH:16][CH:15]=[N:14]2)=[CH:19][CH:20]=1. (3) Given the reactants [N:1]1[CH:6]=[CH:5][CH:4]=[C:3](/[CH:7]=[CH:8]/[CH2:9][CH2:10][CH2:11][CH2:12][C:13]([OH:15])=O)[CH:2]=1.[CH3:16][O:17][C:18](=[O:45])[CH:19]=[CH:20][CH:21]([NH:37]C(OC(C)(C)C)=O)[CH2:22][C:23]1[CH:28]=[CH:27][C:26]([O:29][CH2:30][C:31]2[CH:36]=[CH:35][CH:34]=[CH:33][CH:32]=2)=[CH:25][CH:24]=1, predict the reaction product. The product is: [CH3:16][O:17][C:18](=[O:45])[CH2:19][CH2:20][CH:21]([NH:37][C:13](=[O:15])[CH2:12][CH2:11][CH2:10][CH2:9][CH2:8][CH2:7][C:3]1[CH:2]=[N:1][CH:6]=[CH:5][CH:4]=1)[CH2:22][C:23]1[CH:28]=[CH:27][C:26]([O:29][CH2:30][C:31]2[CH:32]=[CH:33][CH:34]=[CH:35][CH:36]=2)=[CH:25][CH:24]=1. (4) Given the reactants [H-].[Na+].O1CCCC1.[CH3:8][N:9]([CH3:13])[CH2:10][CH2:11][OH:12].[CH2:14]([Sn:18]([CH2:25][CH2:26][CH2:27][CH3:28])([CH2:21][CH2:22][CH2:23][CH3:24])[CH2:19]I)[CH2:15][CH2:16][CH3:17], predict the reaction product. The product is: [CH3:8][N:9]([CH3:13])[CH2:10][CH2:11][O:12][CH2:19][Sn:18]([CH2:14][CH2:15][CH2:16][CH3:17])([CH2:25][CH2:26][CH2:27][CH3:28])[CH2:21][CH2:22][CH2:23][CH3:24]. (5) Given the reactants [CH3:1][C:2]1([C:8]([OH:10])=O)[CH2:7][CH2:6][CH:5]=[CH:4][CH2:3]1.S(Cl)(Cl)=O.C[N:16](C=O)C.[OH-].[NH4+], predict the reaction product. The product is: [CH3:1][C:2]1([C:8]([NH2:16])=[O:10])[CH2:7][CH2:6][CH:5]=[CH:4][CH2:3]1. (6) The product is: [CH2:20]([O:22][C:23]1[CH:29]=[C:28]([N:30]2[CH2:35][CH2:34][O:33][CH2:32][CH2:31]2)[C:27]([O:36][CH2:37][CH3:38])=[CH:26][C:24]=1[NH:25][C:2]1[CH:7]=[C:6]([C:8]([F:11])([F:10])[F:9])[N:5]=[C:4]([C:12]2[CH:13]=[N:14][CH:15]=[CH:16][CH:17]=2)[N:3]=1)[CH3:21]. Given the reactants Cl[C:2]1[CH:7]=[C:6]([C:8]([F:11])([F:10])[F:9])[N:5]=[C:4]([C:12]2[CH:13]=[N:14][CH:15]=[CH:16][CH:17]=2)[N:3]=1.Cl.Cl.[CH2:20]([O:22][C:23]1[CH:29]=[C:28]([N:30]2[CH2:35][CH2:34][O:33][CH2:32][CH2:31]2)[C:27]([O:36][CH2:37][CH3:38])=[CH:26][C:24]=1[NH2:25])[CH3:21], predict the reaction product. (7) Given the reactants [C:1]([C:3](=[CH:7][C:8]1[CH:13]=[CH:12][C:11]([F:14])=[CH:10][CH:9]=1)[C:4]([NH2:6])=[O:5])#[N:2].[O:15]1[CH2:20][CH2:19][C:18](=O)[CH2:17][CH2:16]1, predict the reaction product. The product is: [F:14][C:11]1[CH:10]=[CH:9][C:8]([C:7]2[C:17]3[CH2:16][O:15][CH2:20][CH2:19][C:18]=3[NH:6][C:4](=[O:5])[C:3]=2[C:1]#[N:2])=[CH:13][CH:12]=1. (8) Given the reactants C(OC([N:8](CC1C=CC(OC)=CC=1)[C:9]1[CH:14]=[C:13]([CH2:15][C@H:16]2[C:19](=[O:20])[N:18]([C:21](=[O:34])[NH:22][C@@H:23]([CH:28]3[CH2:33][CH2:32][CH2:31][CH2:30][CH2:29]3)[C:24]([F:27])([F:26])[F:25])[C@@H:17]2[C:35]([O:37]CC2C=CC=CC=2)=[O:36])[CH:12]=[CH:11][N:10]=1)=O)(C)(C)C.C([SiH](CC)CC)C.[F:61][C:62]([F:67])([F:66])[C:63]([OH:65])=[O:64], predict the reaction product. The product is: [F:61][C:62]([F:67])([F:66])[C:63]([OH:65])=[O:64].[NH2:8][C:9]1[CH:14]=[C:13]([CH2:15][C@H:16]2[C:19](=[O:20])[N:18]([C:21](=[O:34])[NH:22][C@@H:23]([CH:28]3[CH2:29][CH2:30][CH2:31][CH2:32][CH2:33]3)[C:24]([F:27])([F:25])[F:26])[C@@H:17]2[C:35]([OH:37])=[O:36])[CH:12]=[CH:11][N:10]=1. (9) Given the reactants [I:1][C:2]1[C:10]2[C:5](=[CH:6][C:7]([C@H:11]3[C@@:13]4([C:21]5[C:16](=[CH:17][CH:18]=[CH:19][CH:20]=5)[N:15]([CH3:22])[C:14]4=[O:23])[CH2:12]3)=[CH:8][CH:9]=2)[NH:4][N:3]=1.[OH-].[K+].[CH:26]1[CH:31]=[CH:30][C:29]([CH2:32]Br)=[CH:28][CH:27]=1, predict the reaction product. The product is: [CH2:32]([N:4]1[C:5]2[C:10](=[CH:9][CH:8]=[C:7]([C@H:11]3[C@@:13]4([C:21]5[C:16](=[CH:17][CH:18]=[CH:19][CH:20]=5)[N:15]([CH3:22])[C:14]4=[O:23])[CH2:12]3)[CH:6]=2)[C:2]([I:1])=[N:3]1)[C:29]1[CH:30]=[CH:31][CH:26]=[CH:27][CH:28]=1. (10) Given the reactants [CH3:1][C@@H:2]1[CH2:6][C:5]2[C:7]([CH:32]3[CH2:37][CH2:36][NH:35][CH2:34][CH2:33]3)=[C:8]([CH3:31])[CH:9]=[C:10]([NH:11][C:12]3[N:17]=[C:16]([NH:18][C:19]4[CH:24]=[CH:23][CH:22]=[CH:21][C:20]=4[S:25]([CH:28]([CH3:30])[CH3:29])(=[O:27])=[O:26])[N:15]=[CH:14][N:13]=3)[C:4]=2[O:3]1.CCN(CC)CC.[CH3:45][S:46](Cl)(=[O:48])=[O:47], predict the reaction product. The product is: [CH3:1][C@@H:2]1[CH2:6][C:5]2[C:7]([CH:32]3[CH2:33][CH2:34][N:35]([S:46]([CH3:45])(=[O:48])=[O:47])[CH2:36][CH2:37]3)=[C:8]([CH3:31])[CH:9]=[C:10]([NH:11][C:12]3[N:17]=[C:16]([NH:18][C:19]4[CH:24]=[CH:23][CH:22]=[CH:21][C:20]=4[S:25]([CH:28]([CH3:29])[CH3:30])(=[O:27])=[O:26])[N:15]=[CH:14][N:13]=3)[C:4]=2[O:3]1.